Dataset: Experimentally validated miRNA-target interactions with 360,000+ pairs, plus equal number of negative samples. Task: Binary Classification. Given a miRNA mature sequence and a target amino acid sequence, predict their likelihood of interaction. (1) The miRNA is dme-miR-311-3p with sequence UAUUGCACAUUCACCGGCCUGA. The protein sequence of the target gene is MREAYLRCWIFSWKNVWVRPCQRLHFKTVLLQGSLLYTALDSYSTVQAAPKSSSGSVKFQGLAETGIMKMDMEDADMTLWTEAEFEEKCTYIVNDHPWDSGADGGTSVQAEASLPRNLLFKYAANNSKEVIGVVSKEYIPKGTRFGPLIGEVYTNDTVPKNANRKYFWRIYSREEFHHFIDGFNEEKSNWMRYVNPAHSAREQNLAACQNGMNIYFYTIKPIPANQELLVWYCRDFAERLHYPYPGELTVINLTQTESNPKQYSSEKNELYPKSVPKREYSVKEILKLDSNPSKRKDIYR.... Result: 0 (no interaction). (2) The protein sequence of the target gene is MGDAADPREMRRTFIVPAIKPFDHYDFSRAKIACNLAWLVAKAFGTENVPEELGDPFYTDQYDQEHIKPPVVNLLLSAELYCRAGSLILKSDAAKPLLGHDAVIQALAQKGLYVTDQEKLVTERDLHKKPIQMSAHLAMIDTLMMAYTVEMISIEKVIACAQQYSAFFQATDLPYDIEDAVMYWMNKVNEHLKDIMEQEQKSKEHHPAEAPGGQKARYRKEQTLLKQLPCIPLVENLLKDGTDGCALAALIHFYCPAVVRLEDICLKETMSLADSLYNLQLIQEFCQEYLNHCCHFSLED.... The miRNA is hsa-miR-6879-3p with sequence UGUCACCCGCUCCUUGCCCAG. Result: 0 (no interaction). (3) The miRNA is hsa-miR-218-5p with sequence UUGUGCUUGAUCUAACCAUGU. The protein sequence of the target gene is MATNFLAHEKIWFDKFKYDDAERRFYEQMNGPVAGASRQENGASVILRDIARARENIQKSLAGSSGPGASSGTSGDHGELVVRIASLEVENQSLRGVVQELQQAISKLEARLNVLEKSSPGHRATAPQTQHVSPMRQVEPPAKKPATPAEDDEDDDIDLFGSDNEEEDKEAAQLREERLRQYAEKKAKKPALVAKSSILLDVKPWDDETDMAQLEACVRSIQLDGLVWGASKLVPVGYGIRKLQIQCVVEDDKVGTDLLEEEITKFEEHVQSVDIAAFNKI. Result: 1 (interaction). (4) The miRNA is hsa-miR-6833-3p with sequence UUUCUCUCUCCACUUCCUCAG. The protein sequence of the target gene is MDRPGFVAALVAGGVAGVSVDLILFPLDTIKTRLQSPQGFSKAGGFHGIYAGVPSAAIGSFPNAAAFFITYEYVKWFLHADSSSYLTPMKHMLAASAGEVVACLIRVPSEVVKQRAQVSASTRTFQIFSNILYEEGIQGLYRGYKSTVLREIPFSLVQFPLWESLKALWSWRQDHVVDSWQSAVCGAFAGGFAAAVTTPLDVAKTRITLAKAGSSTADGNVLSVLHGVWRSQGLAGLFAGVFPRMAAISLGGFIFLGAYDRTHSLLLEVGRKSP. Result: 1 (interaction). (5) The miRNA is dme-miR-310-3p with sequence UAUUGCACACUUCCCGGCCUUU. The protein sequence of the target gene is MNLRLCVQALLLLWLSLTAVCGGSLMPLPDGNGLEDGNVRHLVQPRGSRNGPGPWQGGRRKFRRQRPRLSHKGPMPF. Result: 0 (no interaction). (6) The miRNA is mmu-miR-186-5p with sequence CAAAGAAUUCUCCUUUUGGGCU. The protein sequence of the target gene is MAVDPLSSKALKVKRELSENTPHLSDEALMGLSVRELNRNLRGLSAEEVTRLKQRRRTLKNRGYAASCRVKRVCQKEELQKQKSELEREVDKLARENAAMRLELDALRGKCEALQGFARSVAAARGPAALVAPASVITIVKSAPGPAPAADPAPCS. Result: 0 (no interaction).